This data is from Forward reaction prediction with 1.9M reactions from USPTO patents (1976-2016). The task is: Predict the product of the given reaction. (1) Given the reactants [Cl:1][C:2]1[CH:3]=[CH:4][C:5]2[N:11]3[C:12]([C:15]([F:18])([F:17])[F:16])=[N:13][N:14]=[C:10]3[C@@H:9]([CH2:19][C:20]([NH:22][CH2:23][C:24]([O:26]C(C)(C)C)=[O:25])=[O:21])[S:8][C@H:7]([C:31]3[CH:36]=[CH:35][CH:34]=[C:33]([O:37][CH3:38])[C:32]=3[O:39][CH3:40])[C:6]=2[CH:41]=1.FC(F)(F)C(O)=O.CCCCCC, predict the reaction product. The product is: [Cl:1][C:2]1[CH:3]=[CH:4][C:5]2[N:11]3[C:12]([C:15]([F:18])([F:17])[F:16])=[N:13][N:14]=[C:10]3[C@@H:9]([CH2:19][C:20]([NH:22][CH2:23][C:24]([OH:26])=[O:25])=[O:21])[S:8][C@H:7]([C:31]3[CH:36]=[CH:35][CH:34]=[C:33]([O:37][CH3:38])[C:32]=3[O:39][CH3:40])[C:6]=2[CH:41]=1. (2) Given the reactants [CH:1]1([NH:4][C:5]2[N:10]3[N:11]=[CH:12][C:13](/[CH:14]=[C:15]4/[C:16](=[O:21])[NH:17][C:18](=[O:20])[NH:19]/4)=[C:9]3[N:8]=[C:7](S(C)(=O)=O)[N:6]=2)[CH2:3][CH2:2]1.C1(NC2N3N=CC(/C=C4/C(=O)NC(=O)N/4)=C3N=C(S(C)=O)N=2)CC1.[CH:50]1([CH2:53][NH2:54])[CH2:52][CH2:51]1.O, predict the reaction product. The product is: [CH:1]1([NH:4][C:5]2[N:10]3[N:11]=[CH:12][C:13](/[CH:14]=[C:15]4/[C:16](=[O:21])[NH:17][C:18](=[O:20])[NH:19]/4)=[C:9]3[N:8]=[C:7]([NH:54][CH2:53][CH:50]3[CH2:52][CH2:51]3)[N:6]=2)[CH2:3][CH2:2]1.